This data is from NCI-60 drug combinations with 297,098 pairs across 59 cell lines. The task is: Regression. Given two drug SMILES strings and cell line genomic features, predict the synergy score measuring deviation from expected non-interaction effect. (1) Synergy scores: CSS=61.5, Synergy_ZIP=1.87, Synergy_Bliss=2.09, Synergy_Loewe=-46.3, Synergy_HSA=2.63. Drug 2: C1=CC=C(C(=C1)C(C2=CC=C(C=C2)Cl)C(Cl)Cl)Cl. Drug 1: COC1=CC(=CC(=C1O)OC)C2C3C(COC3=O)C(C4=CC5=C(C=C24)OCO5)OC6C(C(C7C(O6)COC(O7)C8=CC=CS8)O)O. Cell line: ACHN. (2) Cell line: OVCAR3. Drug 1: CC1=C(C(=CC=C1)Cl)NC(=O)C2=CN=C(S2)NC3=CC(=NC(=N3)C)N4CCN(CC4)CCO. Synergy scores: CSS=45.6, Synergy_ZIP=1.79, Synergy_Bliss=3.01, Synergy_Loewe=-0.574, Synergy_HSA=-0.303. Drug 2: CN(CC1=CN=C2C(=N1)C(=NC(=N2)N)N)C3=CC=C(C=C3)C(=O)NC(CCC(=O)O)C(=O)O. (3) Drug 1: C1C(C(OC1N2C=C(C(=O)NC2=O)F)CO)O. Cell line: CCRF-CEM. Drug 2: C1CC(C1)(C(=O)O)C(=O)O.[NH2-].[NH2-].[Pt+2]. Synergy scores: CSS=75.1, Synergy_ZIP=0.375, Synergy_Bliss=-0.477, Synergy_Loewe=-1.34, Synergy_HSA=5.10. (4) Drug 1: CC1=C(C=C(C=C1)NC(=O)C2=CC=C(C=C2)CN3CCN(CC3)C)NC4=NC=CC(=N4)C5=CN=CC=C5. Drug 2: CCN(CC)CCNC(=O)C1=C(NC(=C1C)C=C2C3=C(C=CC(=C3)F)NC2=O)C. Cell line: BT-549. Synergy scores: CSS=-7.63, Synergy_ZIP=4.24, Synergy_Bliss=-0.0899, Synergy_Loewe=-7.53, Synergy_HSA=-7.84. (5) Drug 1: CC(CN1CC(=O)NC(=O)C1)N2CC(=O)NC(=O)C2. Drug 2: CC=C1C(=O)NC(C(=O)OC2CC(=O)NC(C(=O)NC(CSSCCC=C2)C(=O)N1)C(C)C)C(C)C. Cell line: BT-549. Synergy scores: CSS=52.0, Synergy_ZIP=9.24, Synergy_Bliss=8.67, Synergy_Loewe=-6.33, Synergy_HSA=9.82. (6) Drug 1: C1CC(=O)NC(=O)C1N2C(=O)C3=CC=CC=C3C2=O. Drug 2: CC1C(C(CC(O1)OC2CC(CC3=C2C(=C4C(=C3O)C(=O)C5=C(C4=O)C(=CC=C5)OC)O)(C(=O)CO)O)N)O.Cl. Cell line: U251. Synergy scores: CSS=47.1, Synergy_ZIP=11.3, Synergy_Bliss=12.3, Synergy_Loewe=-19.6, Synergy_HSA=9.05. (7) Drug 1: CN(C)N=NC1=C(NC=N1)C(=O)N. Drug 2: CCN(CC)CCNC(=O)C1=C(NC(=C1C)C=C2C3=C(C=CC(=C3)F)NC2=O)C. Cell line: SF-295. Synergy scores: CSS=10.9, Synergy_ZIP=-1.35, Synergy_Bliss=0.680, Synergy_Loewe=1.34, Synergy_HSA=0.991.